Dataset: Full USPTO retrosynthesis dataset with 1.9M reactions from patents (1976-2016). Task: Predict the reactants needed to synthesize the given product. (1) Given the product [Cl:1][C:2]1[N:7]=[CH:6][C:5]([CH2:8][O:9][CH3:10])=[CH:4][N:3]=1, predict the reactants needed to synthesize it. The reactants are: [Cl:1][C:2]1[N:7]=[CH:6][C:5]([CH2:8][OH:9])=[CH:4][N:3]=1.[CH3:10]I.[H-].[Na+]. (2) Given the product [C:5]1(=[O:53])[C:13]2[C:8](=[CH:9][CH:10]=[CH:11][CH:12]=2)[C:7](=[O:14])[N:6]1[C:15]1[C:16]2[CH:23]=[CH:22][N:21]([C@H:24]3[C@:28]([C:30]#[CH:31])([OH:29])[C@H:27]([OH:32])[C@@H:26]([CH2:42][OH:43])[O:25]3)[C:17]=2[N:18]=[CH:19][N:20]=1, predict the reactants needed to synthesize it. The reactants are: B(Cl)(Cl)Cl.[C:5]1(=[O:53])[C:13]2[C:8](=[CH:9][CH:10]=[CH:11][CH:12]=2)[C:7](=[O:14])[N:6]1[C:15]1[C:16]2[CH:23]=[CH:22][N:21]([C@H:24]3[C@:28]([C:30]#[CH:31])([OH:29])[C@H:27]([O:32]CC4C=CC(Cl)=CC=4Cl)[C@@H:26]([CH2:42][O:43]CC4C=CC(Cl)=CC=4Cl)[O:25]3)[C:17]=2[N:18]=[CH:19][N:20]=1.N#N.C(OC(=O)C)(C)C. (3) Given the product [F:17][C:2]1([F:1])[CH2:3][C:4]([C:10]2[CH:15]=[CH:14][C:13]([F:16])=[CH:12][CH:11]=2)([C:6]([OH:8])=[O:7])[CH2:5]1, predict the reactants needed to synthesize it. The reactants are: [F:1][C:2]1([F:17])[CH2:5][C:4]([C:10]2[CH:15]=[CH:14][C:13]([F:16])=[CH:12][CH:11]=2)([C:6]([O:8]C)=[O:7])[CH2:3]1.[OH-].[Na+]. (4) Given the product [N:1]1([C:11]([N:13]2[CH2:18][CH2:17][CH:16]([C:19]([OH:21])=[O:20])[CH2:15][CH2:14]2)=[O:12])[C:10]2[C:5](=[CH:6][CH:7]=[CH:8][CH:9]=2)[CH2:4][CH2:3][CH2:2]1, predict the reactants needed to synthesize it. The reactants are: [N:1]1([C:11]([N:13]2[CH2:18][CH2:17][CH:16]([C:19]([O:21]CC)=[O:20])[CH2:15][CH2:14]2)=[O:12])[C:10]2[C:5](=[CH:6][CH:7]=[CH:8][CH:9]=2)[CH2:4][CH2:3][CH2:2]1.[OH-].[Na+]. (5) Given the product [CH3:1][O:2][C:3]1[CH:8]=[C:7]([CH3:9])[NH:6][C:5](=[O:10])[C:4]=1[CH2:11][NH:12][C:13]([C:15]1[C:23]2[C:18](=[N:19][CH:20]=[CH:21][CH:22]=2)[N:17]([CH:24]([C:26]2[CH:27]=[C:28]([CH:32]=[CH:33][CH:34]=2)[C:29]([O:31][CH3:36])=[O:30])[CH3:25])[C:16]=1[CH3:35])=[O:14], predict the reactants needed to synthesize it. The reactants are: [CH3:1][O:2][C:3]1[CH:8]=[C:7]([CH3:9])[NH:6][C:5](=[O:10])[C:4]=1[CH2:11][NH:12][C:13]([C:15]1[C:23]2[C:18](=[N:19][CH:20]=[CH:21][CH:22]=2)[N:17]([CH:24]([C:26]2[CH:27]=[C:28]([CH:32]=[CH:33][CH:34]=2)[C:29]([OH:31])=[O:30])[CH3:25])[C:16]=1[CH3:35])=[O:14].[CH3:36]O. (6) Given the product [CH3:36][N:37]1[CH2:42][CH2:41][N:40]([CH2:7][CH2:8][CH2:9][S:10]([N:13]2[CH2:18][CH2:17][CH:16]([C:19]3[C:27]4[C:22](=[C:23]([C:33]([NH2:35])=[O:34])[CH:24]=[C:25]([C:28]5[S:29][CH:30]=[CH:31][CH:32]=5)[CH:26]=4)[NH:21][CH:20]=3)[CH2:15][CH2:14]2)(=[O:12])=[O:11])[CH2:39][CH2:38]1, predict the reactants needed to synthesize it. The reactants are: NS(N)(=O)=O.Cl[CH2:7][CH2:8][CH2:9][S:10]([N:13]1[CH2:18][CH2:17][CH:16]([C:19]2[C:27]3[C:22](=[C:23]([C:33]([NH2:35])=[O:34])[CH:24]=[C:25]([C:28]4[S:29][CH:30]=[CH:31][CH:32]=4)[CH:26]=3)[NH:21][CH:20]=2)[CH2:15][CH2:14]1)(=[O:12])=[O:11].[CH3:36][N:37]1[CH2:42][CH2:41][NH:40][CH2:39][CH2:38]1.C([O-])([O-])=O.[K+].[K+]. (7) Given the product [CH3:1][N:2]([CH2:4][C:5]1[CH:14]=[CH:13][C:8]([C:9]([OH:11])=[O:10])=[C:7]([NH:15][C:16](=[O:44])[C@H:17]([NH:29][C:30]([N:32]2[CH2:37][CH2:36][CH:35]([C:38]3[CH:39]=[CH:40][CH:41]=[CH:42][CH:43]=3)[CH2:34][CH2:33]2)=[O:31])[C@H:18]([C:20]2[C:28]3[C:23](=[CH:24][CH:25]=[CH:26][CH:27]=3)[NH:22][CH:21]=2)[CH3:19])[CH:6]=1)[CH3:3], predict the reactants needed to synthesize it. The reactants are: [CH3:1][N:2]([CH2:4][C:5]1[CH:14]=[CH:13][C:8]([C:9]([O:11]C)=[O:10])=[C:7]([NH:15][C:16](=[O:44])[C@H:17]([NH:29][C:30]([N:32]2[CH2:37][CH2:36][CH:35]([C:38]3[CH:43]=[CH:42][CH:41]=[CH:40][CH:39]=3)[CH2:34][CH2:33]2)=[O:31])[C@H:18]([C:20]2[C:28]3[C:23](=[CH:24][CH:25]=[CH:26][CH:27]=3)[NH:22][CH:21]=2)[CH3:19])[CH:6]=1)[CH3:3].CO.[OH-].[Na+].Cl.